From a dataset of Full USPTO retrosynthesis dataset with 1.9M reactions from patents (1976-2016). Predict the reactants needed to synthesize the given product. (1) The reactants are: [CH3:1][O:2][C:3]1[CH:4]=[C:5]2[C:9](=[CH:10][CH:11]=1)[C:8](=[O:12])[CH2:7][CH2:6]2.[CH:13](=O)[C:14]1[CH:19]=[CH:18][CH:17]=[CH:16][CH:15]=1.[OH-].[K+]. Given the product [CH3:1][O:2][C:3]1[CH:4]=[C:5]2[C:9](=[CH:10][CH:11]=1)[C:8](=[O:12])[C:7](=[CH:13][C:14]1[CH:19]=[CH:18][CH:17]=[CH:16][CH:15]=1)[CH2:6]2, predict the reactants needed to synthesize it. (2) Given the product [C:33]([O:32][C:30]([N:28]1[CH2:29][CH:26]([NH:1][C:2]2[CH:3]=[C:4]3[C:13](=[CH:14][C:15]=2[O:16][C:17]2[CH:22]=[CH:21][CH:20]=[CH:19][CH:18]=2)[O:12][CH2:11][C:10]2[N:5]3[CH:6]([CH3:24])[C:7](=[O:23])[NH:8][N:9]=2)[CH2:27]1)=[O:31])([CH3:36])([CH3:34])[CH3:35], predict the reactants needed to synthesize it. The reactants are: [NH2:1][C:2]1[CH:3]=[C:4]2[C:13](=[CH:14][C:15]=1[O:16][C:17]1[CH:22]=[CH:21][CH:20]=[CH:19][CH:18]=1)[O:12][CH2:11][C:10]1[N:5]2[CH:6]([CH3:24])[C:7](=[O:23])[NH:8][N:9]=1.N[CH:26]1[CH2:29][N:28]([C:30]([O:32][C:33]([CH3:36])([CH3:35])[CH3:34])=[O:31])[CH2:27]1.C([BH3-])#N.[Na+]. (3) Given the product [OH:14][CH2:17][NH:11][C:9](=[O:10])[C:8]1[CH:12]=[CH:13][C:5]([O:4][CH2:1][CH2:2][CH3:3])=[CH:6][CH:7]=1, predict the reactants needed to synthesize it. The reactants are: [CH2:1]([O:4][C:5]1[CH:13]=[CH:12][C:8]([C:9]([NH2:11])=[O:10])=[CH:7][CH:6]=1)[CH2:2][CH3:3].[OH-:14].[Ba+2].[OH-].[CH2:17]=O. (4) Given the product [CH:36]1([N:21]([C:22]2[CH:27]=[CH:26][C:25]([F:28])=[C:24]([F:29])[CH:23]=2)[C:19](=[O:20])[N:18]([CH3:64])[C:16]2[S:17][C:13]([S:10]([N:6]3[CH2:7][CH2:8][CH2:9][C@H:5]3[C:3]([OH:2])=[O:4])(=[O:11])=[O:12])=[CH:14][N:15]=2)[CH2:40][CH2:39][CH2:38][CH2:37]1, predict the reactants needed to synthesize it. The reactants are: C[O:2][C:3]([C@@H:5]1[CH2:9][CH2:8][CH2:7][N:6]1[S:10]([C:13]1[S:17][C:16]([NH:18][C:19]([N:21](CC2CCCC2)[C:22]2[CH:27]=[CH:26][C:25]([F:28])=[C:24]([F:29])[CH:23]=2)=[O:20])=[N:15][CH:14]=1)(=[O:12])=[O:11])=[O:4].[CH:36]1(CN(C2C=CC(F)=C(F)C=2)C(=O)NC2SC=C(CC(O)=O)N=2)[CH2:40][CH2:39][CH2:38][CH2:37]1.F[C:64]1C=C(C=CC=1F)N.C1(C=O)CCCC1.COC([C@@H]1CCCN1S(C1SC(N)=NC=1)(=O)=O)=O. (5) Given the product [CH3:1][O:2][C:3](=[O:25])[C@H:4]([CH2:19][CH2:20][C:21]([O:23][CH3:24])=[O:22])[NH:5][NH:6][C:7](=[O:18])[C:8]1[CH:13]=[CH:12][C:11]([NH:14][C:28]([O:30][C:8]([CH3:13])([CH3:9])[CH3:7])=[O:29])=[CH:10][C:9]=1[N+:15]([O-:17])=[O:16], predict the reactants needed to synthesize it. The reactants are: [CH3:1][O:2][C:3](=[O:25])[C@H:4]([CH2:19][CH2:20][C:21]([O:23][CH3:24])=[O:22])[NH:5][NH:6][C:7](=[O:18])[C:8]1[CH:13]=[CH:12][C:11]([NH2:14])=[CH:10][C:9]=1[N+:15]([O-:17])=[O:16].FC(F)(F)[C:28]([OH:30])=[O:29]. (6) Given the product [F:1][C:2]1[CH:3]=[C:4]([C:5]([N:34]2[CH2:38][CH2:37][C@H:36]([OH:39])[CH2:35]2)=[O:7])[CH:8]=[CH:9][C:10]=1[C:11]1[CH:12]=[N:13][C:14]([O:17][CH2:18][CH:19]2[CH2:24][CH2:23][N:22]([CH2:25][C:26]3([C:30]([F:31])([F:32])[F:33])[CH2:29][CH2:28][CH2:27]3)[CH2:21][CH2:20]2)=[N:15][CH:16]=1, predict the reactants needed to synthesize it. The reactants are: [F:1][C:2]1[CH:3]=[C:4]([CH:8]=[CH:9][C:10]=1[C:11]1[CH:12]=[N:13][C:14]([O:17][CH2:18][CH:19]2[CH2:24][CH2:23][N:22]([CH2:25][C:26]3([C:30]([F:33])([F:32])[F:31])[CH2:29][CH2:28][CH2:27]3)[CH2:21][CH2:20]2)=[N:15][CH:16]=1)[C:5]([OH:7])=O.[NH:34]1[CH2:38][CH2:37][C@H:36]([OH:39])[CH2:35]1.C(Cl)CCl.C1C=CC2N(O)N=NC=2C=1.CCN(C(C)C)C(C)C.[NH4+].[Cl-]. (7) Given the product [O:19]=[C:18]([N:1]1[CH2:5][CH2:4][CH2:3][CH2:2]1)[CH2:17][NH:16][C:6](=[O:7])[O:8][CH2:9][C:10]1[CH:11]=[CH:12][CH:13]=[CH:14][CH:15]=1, predict the reactants needed to synthesize it. The reactants are: [NH:1]1[CH2:5][CH2:4][CH2:3][CH2:2]1.[C:6]([NH:16][CH2:17][C:18](O)=[O:19])([O:8][CH2:9][C:10]1[CH:15]=[CH:14][CH:13]=[CH:12][CH:11]=1)=[O:7].C1C=NC2N(O)N=NC=2C=1.CN1CCOCC1.C(Cl)CCl. (8) Given the product [F:1][C:2]1[CH:7]=[C:6]([CH:8]=[O:9])[CH:5]=[CH:4][N:3]=1, predict the reactants needed to synthesize it. The reactants are: [F:1][C:2]1[CH:7]=[C:6]([CH2:8][OH:9])[CH:5]=[CH:4][N:3]=1.CC(OI1(OC(C)=O)(OC(C)=O)OC(=O)C2C=CC=CC1=2)=O.C(=O)([O-])O.[Na+]. (9) Given the product [CH3:1][O:2][C:3]([C@@H:5]1[CH2:9][C@@H:8]([O:10][S:26]([CH3:25])(=[O:28])=[O:27])[CH2:7][N:6]1[C:11]([O:13][C:14]([CH3:17])([CH3:16])[CH3:15])=[O:12])=[O:4], predict the reactants needed to synthesize it. The reactants are: [CH3:1][O:2][C:3]([C@@H:5]1[CH2:9][C@@H:8]([OH:10])[CH2:7][N:6]1[C:11]([O:13][C:14]([CH3:17])([CH3:16])[CH3:15])=[O:12])=[O:4].C(N(CC)CC)C.[CH3:25][S:26](Cl)(=[O:28])=[O:27].